Dataset: Full USPTO retrosynthesis dataset with 1.9M reactions from patents (1976-2016). Task: Predict the reactants needed to synthesize the given product. (1) Given the product [Br:1][C:2]1[CH:3]=[C:4]([C:13]2[N:17]([C:18]3[CH:19]=[N:20][CH:21]=[CH:22][CH:23]=3)[N:16]=[C:15]([C:24]([N:48]3[CH2:53][CH2:52][NH:51][C:50](=[O:54])[CH2:49]3)=[O:26])[CH:14]=2)[CH:5]=[C:6]([O:8][C:9]([F:11])([F:10])[F:12])[CH:7]=1, predict the reactants needed to synthesize it. The reactants are: [Br:1][C:2]1[CH:3]=[C:4]([C:13]2[N:17]([C:18]3[CH:19]=[N:20][CH:21]=[CH:22][CH:23]=3)[N:16]=[C:15]([C:24]([OH:26])=O)[CH:14]=2)[CH:5]=[C:6]([O:8][C:9]([F:12])([F:11])[F:10])[CH:7]=1.ClC1C=C(C2N(C3C=NC=CC=3)N=C(C([N:48]3[CH2:53][CH2:52][NH:51][C:50](=[O:54])[CH2:49]3)=O)C=2)C=C(F)C=1.O=C1CNCCN1. (2) Given the product [CH3:1][N:2]([CH3:20])[C:3]([C:5]1[N:14]([CH:15]2[CH2:19][CH2:18][CH2:17][CH2:16]2)[C:8]2[N:9]=[C:10]([NH:21][C:22]3[CH:23]=[CH:24][C:25]([N:28]4[CH2:33][CH2:32][NH:31][C:30](=[O:34])[CH2:29]4)=[CH:26][N:27]=3)[N:11]=[CH:12][C:7]=2[CH:6]=1)=[O:4], predict the reactants needed to synthesize it. The reactants are: [CH3:1][N:2]([CH3:20])[C:3]([C:5]1[N:14]([CH:15]2[CH2:19][CH2:18][CH2:17][CH2:16]2)[C:8]2[N:9]=[C:10](Cl)[N:11]=[CH:12][C:7]=2[CH:6]=1)=[O:4].[NH2:21][C:22]1[N:27]=[CH:26][C:25]([N:28]2[CH2:33][CH2:32][NH:31][C:30](=[O:34])[CH2:29]2)=[CH:24][CH:23]=1. (3) Given the product [Cl:1][C:2]1[CH:3]=[C:4]([C@@:9]2([CH2:15][CH2:16][OH:17])[O:14][CH2:13][CH2:12][N:11]([C:30](=[O:31])[C:29]3[CH:28]=[C:27]([O:26][CH3:25])[C:35]([O:36][CH3:37])=[C:34]([O:38][CH3:39])[CH:33]=3)[CH2:10]2)[CH:5]=[CH:6][C:7]=1[Cl:8], predict the reactants needed to synthesize it. The reactants are: [Cl:1][C:2]1[CH:3]=[C:4]([C@@:9]2([CH2:15][CH2:16][OH:17])[O:14][CH2:13][CH2:12][NH:11][CH2:10]2)[CH:5]=[CH:6][C:7]=1[Cl:8].C(N(CC)CC)C.[CH3:25][O:26][C:27]1[CH:28]=[C:29]([CH:33]=[C:34]([O:38][CH3:39])[C:35]=1[O:36][CH3:37])[C:30](Cl)=[O:31].Cl. (4) Given the product [O:28]=[C:27]1[CH:24]([C:23]([OH:30])=[O:22])[CH2:25][CH2:26][N:15]1[C:12]1[CH:13]=[CH:14][C:9]([O:8][CH2:7][C:6]2[CH:16]=[CH:17][C:3]([C:2]([F:18])([F:19])[F:1])=[CH:4][CH:5]=2)=[CH:10][CH:11]=1, predict the reactants needed to synthesize it. The reactants are: [F:1][C:2]([F:19])([F:18])[C:3]1[CH:17]=[CH:16][C:6]([CH2:7][O:8][C:9]2[CH:14]=[CH:13][C:12]([NH2:15])=[CH:11][CH:10]=2)=[CH:5][CH:4]=1.CC1(C)[O:28][C:27](=O)[C:24]2([CH2:26][CH2:25]2)[C:23](=[O:30])[O:22]1. (5) Given the product [CH2:1]([O:3][C:4]([C:6]1[C:11]([O:12][CH2:13][CH3:14])=[C:10]([N:15]2[CH2:20][CH2:19][O:18][CH2:17][CH2:16]2)[N:9]=[C:8]([C:30]2[CH:35]=[CH:34][CH:33]=[C:32]([OH:36])[CH:31]=2)[N:7]=1)=[O:5])[CH3:2], predict the reactants needed to synthesize it. The reactants are: [CH2:1]([O:3][C:4]([C:6]1[C:11]([O:12][CH2:13][CH3:14])=[C:10]([N:15]2[CH2:20][CH2:19][O:18][CH2:17][CH2:16]2)[N:9]=[C:8](Cl)[N:7]=1)=[O:5])[CH3:2].CC1(C)C(C)(C)OB([C:30]2[CH:31]=[C:32]([OH:36])[CH:33]=[CH:34][CH:35]=2)O1.O1CCOCC1.C(=O)([O-])[O-].[Na+].[Na+]. (6) Given the product [NH2:37][C:40]1[CH:47]=[CH:46][C:43]([CH2:44][CH2:17][C:15]2[S:16][C:12]([C:10]([O:9][CH3:2])=[O:11])=[CH:13][CH:14]=2)=[CH:42][CH:41]=1, predict the reactants needed to synthesize it. The reactants are: [Br-].[CH2:2]([O:9][C:10]([C:12]1[S:16][C:15]([CH2:17][P+](C2C=CC=CC=2)(C2C=CC=CC=2)C2C=CC=CC=2)=[CH:14][CH:13]=1)=[O:11])C1C=CC=CC=1.[N+:37]([C:40]1[CH:47]=[CH:46][C:43]([CH:44]=O)=[CH:42][CH:41]=1)([O-])=O.C1COCC1.C[O-].[Na+].CO. (7) Given the product [CH3:18][C:15]1[CH:16]=[CH:17][C:12]([C:10]2[CH:9]=[C:8]([C:19](=[O:20])[NH:53][CH2:52][C:49]3[CH:48]=[N:47][C:46]([CH3:45])=[N:51][CH:50]=3)[CH:7]=[C:6]([C:4]([O:3][CH2:1][CH3:2])=[O:5])[CH:11]=2)=[CH:13][CH:14]=1, predict the reactants needed to synthesize it. The reactants are: [CH2:1]([O:3][C:4]([C:6]1[CH:7]=[C:8]([C:19](O)=[O:20])[CH:9]=[C:10]([C:12]2[CH:17]=[CH:16][C:15]([CH3:18])=[CH:14][CH:13]=2)[CH:11]=1)=[O:5])[CH3:2].Cl.CN(C)CCCN=C=NCC.O.ON1C2C=CC=CC=2N=N1.[CH3:45][C:46]1[N:51]=[CH:50][C:49]([CH2:52][NH2:53])=[CH:48][N:47]=1.C(N(CC)C(C)C)(C)C.